Dataset: Merck oncology drug combination screen with 23,052 pairs across 39 cell lines. Task: Regression. Given two drug SMILES strings and cell line genomic features, predict the synergy score measuring deviation from expected non-interaction effect. (1) Drug 1: Cc1nc(Nc2ncc(C(=O)Nc3c(C)cccc3Cl)s2)cc(N2CCN(CCO)CC2)n1. Drug 2: Cn1cc(-c2cnn3c(N)c(Br)c(C4CCCNC4)nc23)cn1. Cell line: SW837. Synergy scores: synergy=29.8. (2) Drug 2: COC1=C2CC(C)CC(OC)C(O)C(C)C=C(C)C(OC(N)=O)C(OC)C=CC=C(C)C(=O)NC(=CC1=O)C2=O. Cell line: ZR751. Synergy scores: synergy=-34.8. Drug 1: N.N.O=C(O)C1(C(=O)O)CCC1.[Pt].